Dataset: Forward reaction prediction with 1.9M reactions from USPTO patents (1976-2016). Task: Predict the product of the given reaction. (1) Given the reactants [C:1]([C:5]1[N:10]=[C:9]([NH:11][CH2:12][CH2:13][CH2:14][O:15][CH3:16])[C:8]([C:17]([N:19]([CH2:48][CH:49]([CH3:51])[CH3:50])[C@H:20]2[CH2:25][C@@H:24]([C:26]([N:28]3[CH2:33][CH2:32][C:31](O)([C:34]4[CH:39]=[CH:38][CH:37]=[CH:36][CH:35]=4)[CH2:30][CH2:29]3)=[O:27])[CH2:23][N:22](C(OC(C)(C)C)=O)[CH2:21]2)=[O:18])=[CH:7][N:6]=1)([CH3:4])([CH3:3])[CH3:2].C(OCC)(=O)C.[ClH:58], predict the reaction product. The product is: [ClH:58].[ClH:58].[C:1]([C:5]1[N:10]=[C:9]([NH:11][CH2:12][CH2:13][CH2:14][O:15][CH3:16])[C:8]([C:17]([N:19]([CH2:48][CH:49]([CH3:51])[CH3:50])[C@H:20]2[CH2:25][C@@H:24]([C:26]([N:28]3[CH2:29][CH:30]=[C:31]([C:34]4[CH:39]=[CH:38][CH:37]=[CH:36][CH:35]=4)[CH2:32][CH2:33]3)=[O:27])[CH2:23][NH:22][CH2:21]2)=[O:18])=[CH:7][N:6]=1)([CH3:3])([CH3:4])[CH3:2]. (2) Given the reactants Cl.[NH:2]1[CH2:7][CH2:6][CH:5]([N:8]2[C@H:12]3[CH2:13][CH2:14][CH2:15][CH2:16][C@H:11]3[NH:10][C:9]2=[O:17])[CH2:4][CH2:3]1.O=[C:19]1[CH2:24][CH2:23][N:22]([C:25]([O:27][C:28]([CH3:31])([CH3:30])[CH3:29])=[O:26])[CH2:21][CH2:20]1.C([BH3-])#N.[Na+], predict the reaction product. The product is: [O:17]=[C:9]1[N:8]([CH:5]2[CH2:4][CH2:3][N:2]([CH:19]3[CH2:24][CH2:23][N:22]([C:25]([O:27][C:28]([CH3:31])([CH3:30])[CH3:29])=[O:26])[CH2:21][CH2:20]3)[CH2:7][CH2:6]2)[C@H:12]2[CH2:13][CH2:14][CH2:15][CH2:16][C@H:11]2[NH:10]1. (3) Given the reactants [CH3:1][O:2][C:3]1[N:8]=[C:7]2[N:9]=[C:10]([S:12][CH2:13][C:14]3[C:19]([CH3:20])=[C:18]([O:21][CH3:22])[C:17]([CH3:23])=[CH:16][N:15]=3)[NH:11][C:6]2=[CH:5][CH:4]=1.OO.CC[C@@H]1[C@@H]2C[C@H]([C@@H](OC3N=C(C4C=CC=CC=4)N=C(O[C@@H](C4C=CN=C5C=4C=C(OC)C=C5)[C@@H]4N5C[C@H](CC)[C@@H](CC5)C4)C=3C3C=CC=CC=3)C3C=CN=C4C=3C=C([O:47]C)C=C4)N(CC2)C1, predict the reaction product. The product is: [CH3:1][O:2][C:3]1[N:8]=[C:7]2[N:9]=[C:10]([S:12]([CH2:13][C:14]3[C:19]([CH3:20])=[C:18]([O:21][CH3:22])[C:17]([CH3:23])=[CH:16][N:15]=3)=[O:47])[NH:11][C:6]2=[CH:5][CH:4]=1. (4) Given the reactants [Cl:1][C:2]1[CH:7]=[C:6]([Cl:8])[CH:5]=[CH:4][C:3]=1[C:9]1[N:10]=[C:11]([CH2:16][C:17]2[CH:22]=[CH:21][C:20]([C:23]3[CH:28]=[CH:27][C:26]([OH:29])=[CH:25][CH:24]=3)=[CH:19][CH:18]=2)[N:12]([CH2:14][CH3:15])[CH:13]=1.C[O:31][C:32](=[O:45])[CH:33]([NH:37]C(OC(C)(C)C)=O)[CH2:34][CH2:35]Br.[CH3:46][S:47](Cl)(=[O:49])=[O:48].CS(N)(=O)=O, predict the reaction product. The product is: [Cl:1][C:2]1[CH:7]=[C:6]([Cl:8])[CH:5]=[CH:4][C:3]=1[C:9]1[N:10]=[C:11]([CH2:16][C:17]2[CH:22]=[CH:21][C:20]([C:23]3[CH:24]=[CH:25][C:26]([O:29][CH2:35][CH2:34][C@H:33]([NH:37][S:47]([CH3:46])(=[O:49])=[O:48])[C:32]([OH:31])=[O:45])=[CH:27][CH:28]=3)=[CH:19][CH:18]=2)[N:12]([CH2:14][CH3:15])[CH:13]=1.